Task: Predict the reactants needed to synthesize the given product.. Dataset: Full USPTO retrosynthesis dataset with 1.9M reactions from patents (1976-2016) Given the product [CH3:1][O:2][C:3]1[C:12]2[NH:11][C:10](=[O:13])[CH2:9][CH2:8][C:7]=2[C:6]([CH:14]=[O:15])=[CH:5][CH:4]=1, predict the reactants needed to synthesize it. The reactants are: [CH3:1][O:2][C:3]1[CH:4]=[CH:5][CH:6]=[C:7]2[C:12]=1[NH:11][C:10](=[O:13])[CH2:9][CH2:8]2.[CH3:14][O:15]C(Cl)Cl.